Dataset: Forward reaction prediction with 1.9M reactions from USPTO patents (1976-2016). Task: Predict the product of the given reaction. (1) Given the reactants [F:1][C:2]1[CH:3]=[C:4]([CH:43]=[C:44]([F:46])[CH:45]=1)[CH2:5][N:6]1[CH:10]=[C:9]([C:11]2[C:19]3[C:14](=[N:15][CH:16]=[C:17]([C:20]4[CH:25]=[CH:24][C:23]([NH:26][S:27]([CH3:30])(=[O:29])=[O:28])=[C:22]([O:31][CH3:32])[CH:21]=4)[CH:18]=3)[N:13](S(C3C=CC(C)=CC=3)(=O)=O)[CH:12]=2)[CH:8]=[N:7]1.[OH-].[Li+], predict the reaction product. The product is: [F:46][C:44]1[CH:43]=[C:4]([CH:3]=[C:2]([F:1])[CH:45]=1)[CH2:5][N:6]1[CH:10]=[C:9]([C:11]2[C:19]3[C:14](=[N:15][CH:16]=[C:17]([C:20]4[CH:25]=[CH:24][C:23]([NH:26][S:27]([CH3:30])(=[O:29])=[O:28])=[C:22]([O:31][CH3:32])[CH:21]=4)[CH:18]=3)[NH:13][CH:12]=2)[CH:8]=[N:7]1. (2) Given the reactants [F:1][CH:2]([F:17])[C:3](=O)[CH2:4][C:5]([C:7]1[CH:12]=[CH:11][C:10]([O:13][CH3:14])=[C:9]([CH3:15])[CH:8]=1)=O.[NH2:18][NH2:19], predict the reaction product. The product is: [F:1][CH:2]([F:17])[C:3]1[NH:18][N:19]=[C:5]([C:7]2[CH:12]=[CH:11][C:10]([O:13][CH3:14])=[C:9]([CH3:15])[CH:8]=2)[CH:4]=1.